From a dataset of Catalyst prediction with 721,799 reactions and 888 catalyst types from USPTO. Predict which catalyst facilitates the given reaction. (1) Reactant: CC(C)([O-])C.[Na+].Cl[C:8]1[C:13]([CH2:14][NH:15][CH2:16][CH:17]([C:19]2[S:20][CH:21]=[C:22]([CH3:24])[N:23]=2)[OH:18])=[C:12]([CH3:25])[CH:11]=[C:10]([Cl:26])[N:9]=1. Product: [NH3:9].[Cl:26][C:10]1[CH:11]=[C:12]([CH3:25])[C:13]2[CH2:14][NH:15][CH2:16][CH:17]([C:19]3[S:20][CH:21]=[C:22]([CH3:24])[N:23]=3)[O:18][C:8]=2[N:9]=1. The catalyst class is: 6. (2) Reactant: [F:1][C:2]1[CH:38]=[CH:37][CH:36]=[CH:35][C:3]=1[CH2:4][C:5]1[C:6]2[CH2:27][N:26](C(OC(C)(C)C)=O)[CH2:25][CH2:24][C:7]=2[N:8]=[C:9]([NH:11][C:12]2[CH:17]=[CH:16][C:15]([N:18]3[CH:22]=[CH:21][N:20]=[C:19]3[CH3:23])=[CH:14][CH:13]=2)[N:10]=1.C(O)(C(F)(F)F)=O.C([O-])(O)=O.[Na+]. Product: [F:1][C:2]1[CH:38]=[CH:37][CH:36]=[CH:35][C:3]=1[CH2:4][C:5]1[C:6]2[CH2:27][NH:26][CH2:25][CH2:24][C:7]=2[N:8]=[C:9]([NH:11][C:12]2[CH:13]=[CH:14][C:15]([N:18]3[CH:22]=[CH:21][N:20]=[C:19]3[CH3:23])=[CH:16][CH:17]=2)[N:10]=1. The catalyst class is: 2. (3) Reactant: [F:1][C:2]1[CH:9]=[CH:8][C:5]([CH2:6]Br)=[CH:4][CH:3]=1.[CH2:10]([O:12][C:13](=[O:34])[C:14]1[CH:19]=[C:18]([N:20]2[C:24]([CH3:25])=[CH:23][CH:22]=[C:21]2[C:26]2[CH:31]=[C:30]([Cl:32])[CH:29]=[CH:28][C:27]=2[OH:33])[CH:17]=[N:16][CH:15]=1)[CH3:11].C([O-])([O-])=O.[K+].[K+]. Product: [CH2:10]([O:12][C:13](=[O:34])[C:14]1[CH:19]=[C:18]([N:20]2[C:24]([CH3:25])=[CH:23][CH:22]=[C:21]2[C:26]2[CH:31]=[C:30]([Cl:32])[CH:29]=[CH:28][C:27]=2[O:33][CH2:6][C:5]2[CH:8]=[CH:9][C:2]([F:1])=[CH:3][CH:4]=2)[CH:17]=[N:16][CH:15]=1)[CH3:11]. The catalyst class is: 31. (4) Reactant: C([O:3][C:4]([CH:6]1[C:14]2[C:9](=[CH:10][C:11]([N:15]3[C:19]4=[N:20][CH:21]=[CH:22][CH:23]=[C:18]4[N:17]=[CH:16]3)=[CH:12][CH:13]=2)[C:8](=[O:24])[CH2:7]1)=[O:5])C.[Li+].[OH-]. Product: [N:17]1[C:18]2[C:19](=[N:20][CH:21]=[CH:22][CH:23]=2)[N:15]([C:11]2[CH:10]=[C:9]3[C:14](=[CH:13][CH:12]=2)[CH:6]([C:4]([OH:5])=[O:3])[CH2:7][C:8]3=[O:24])[CH:16]=1. The catalyst class is: 1. (5) Reactant: Cl.[NH2:2][C:3]1[CH:8]=[CH:7][CH:6]=[CH:5][C:4]=1[CH2:9][CH2:10][CH2:11][C:12]([O:14][CH3:15])=[O:13].C(N(CC)CC)C.[C:23](Cl)(=[O:25])[CH3:24].Cl. Product: [C:23]([NH:2][C:3]1[CH:8]=[CH:7][CH:6]=[CH:5][C:4]=1[CH2:9][CH2:10][CH2:11][C:12]([O:14][CH3:15])=[O:13])(=[O:25])[CH3:24]. The catalyst class is: 54. (6) Reactant: [NH2:1][CH2:2][C:3]1[CH:23]=[C:22]([F:24])[CH:21]=[CH:20][C:4]=1[O:5][C:6]1[CH:7]=[C:8]2[C:12](=[CH:13][CH:14]=1)[N:11]([CH2:15][CH2:16][N:17]([CH3:19])[CH3:18])[N:10]=[CH:9]2.[N+](C1C=CC([O:34][C:35](=O)[NH:36][C:37]2[O:41][N:40]=[C:39]([C:42]([CH3:45])([CH3:44])[CH3:43])[CH:38]=2)=CC=1)([O-])=O.CO. Product: [C:42]([C:39]1[CH:38]=[C:37]([NH:36][C:35]([NH:1][CH2:2][C:3]2[CH:23]=[C:22]([F:24])[CH:21]=[CH:20][C:4]=2[O:5][C:6]2[CH:7]=[C:8]3[C:12](=[CH:13][CH:14]=2)[N:11]([CH2:15][CH2:16][N:17]([CH3:19])[CH3:18])[N:10]=[CH:9]3)=[O:34])[O:41][N:40]=1)([CH3:45])([CH3:43])[CH3:44]. The catalyst class is: 174. (7) Reactant: [Cl:1][C:2]1[CH:7]=[C:6](/[CH:8]=[CH:9]/[CH:10]([C:15]2[CH:20]=[C:19]([Cl:21])[C:18]([Cl:22])=[C:17]([Cl:23])[CH:16]=2)[C:11]([F:14])([F:13])[F:12])[CH:5]=[CH:4][C:3]=1[CH2:24][NH2:25].[CH3:26][N:27]([CH3:31])[C:28](Cl)=[O:29]. Product: [Cl:1][C:2]1[CH:7]=[C:6](/[CH:8]=[CH:9]/[CH:10]([C:15]2[CH:20]=[C:19]([Cl:21])[C:18]([Cl:22])=[C:17]([Cl:23])[CH:16]=2)[C:11]([F:14])([F:13])[F:12])[CH:5]=[CH:4][C:3]=1[CH2:24][NH:25][C:28](=[O:29])[N:27]([CH3:31])[CH3:26]. The catalyst class is: 2. (8) Reactant: [CH3:1][C:2]1[NH:3][C:4]2[C:9]([C:10]=1[CH3:11])=[CH:8][C:7]([C:12]([O:14][CH2:15][CH3:16])=[O:13])=[CH:6][CH:5]=2.I[C:18]1[CH:23]=[CH:22][CH:21]=[CH:20][CH:19]=1.P([O-])([O-])([O-])=O.[K+].[K+].[K+].[C@@H]1(N)CCCC[C@H]1N. Product: [CH3:1][C:2]1[N:3]([C:18]2[CH:23]=[CH:22][CH:21]=[CH:20][CH:19]=2)[C:4]2[C:9]([C:10]=1[CH3:11])=[CH:8][C:7]([C:12]([O:14][CH2:15][CH3:16])=[O:13])=[CH:6][CH:5]=2. The catalyst class is: 432. (9) Reactant: [OH:1][C:2]1[CH:7]=[CH:6][C:5]([C@@H:8]([C:15]#[C:16][CH3:17])[CH2:9][C:10]([O:12][CH2:13][CH3:14])=[O:11])=[CH:4][CH:3]=1.[Br:18][CH2:19][C:20]1[CH:25]=[CH:24][C:23]([CH2:26]Br)=[CH:22][CH:21]=1.C([O-])([O-])=O.[Cs+].[Cs+]. Product: [Br:18][CH2:19][C:20]1[CH:25]=[CH:24][C:23]([CH2:26][O:1][C:2]2[CH:3]=[CH:4][C:5]([C@@H:8]([C:15]#[C:16][CH3:17])[CH2:9][C:10]([O:12][CH2:13][CH3:14])=[O:11])=[CH:6][CH:7]=2)=[CH:22][CH:21]=1. The catalyst class is: 18.